Dataset: Experimentally validated miRNA-target interactions with 360,000+ pairs, plus equal number of negative samples. Task: Binary Classification. Given a miRNA mature sequence and a target amino acid sequence, predict their likelihood of interaction. (1) The miRNA is mmu-miR-188-3p with sequence CUCCCACAUGCAGGGUUUGCA. The protein sequence of the target gene is MDPAEAVLQEKALKFMCSMPRSLWLGCSSLADSMPSLRCLYNPGTGALTAFQNSSEREDCNNGEPPRKIIPEKNSLRQTYNSCARLCINQETVCLTSTAMKTENCVAKAKLANGTSSMIVPKQRKLSASYEKEKELCVKYFEQWSESDQVEFVEHLISQMCHYQHGHINSYLKPMLQRDFITALPARGLDHIAENILSYLDAKSLCAAELVCKEWYRVTSDGMLWKKLIERMVRTDSLWRGLAERRGWGQYLFKNKPPDENAPPNSFYRALYPKIIQDIETIESNWRCGRHSLQRIHCRS.... Result: 1 (interaction). (2) The miRNA is hsa-miR-129-2-3p with sequence AAGCCCUUACCCCAAAAAGCAU. The protein sequence of the target gene is MPSRTDPKMDRSGGRVRLKAHYGGDILITSVDAMTTFKDLCEEVRDMCGLHQQHPLTLKWVDSEGDPCTVSSQMELEEAFRLVCQGRDEVLIIHVFPSIPEQPGMPCPGEDKSIYRRGARRWRKLYRANGHLFQAKRFNRGAYCGQCSERIWGLSRQGYRCINCKLLVHKRCHVLVPLTCRRHMDSVMPSQEPPVDDKNDGVDLPSEETDGIAYISSSRKHDNIKDDSEDLKPVIDGVDGIKISQGLGLQDFDLIRVIGRGSYAKVLLVRLKKNDQIYAMKVVKKELVHDDEDIDWVQTE.... Result: 0 (no interaction). (3) The miRNA is mmu-miR-9-5p with sequence UCUUUGGUUAUCUAGCUGUAUGA. The protein sequence of the target gene is MDPVVLSYMDSLLRQSDVSLLDPPSWLNDHIIGFAFEYFANSQFHDCSDHVCFISPEVTQFIKCTSSPAEIAMFLEPLDLPHKRVVFLAINDNSNQAAGGTHWSLLVYLQDKNSFFHYDSHSRSNSIHAKQVAEKLKAFLGSKGDKLVFVEEKAPAQENSYDCGMYVICNTEALCQSLFRRQPESPLQLLTPTYITKKRGEWKDLIARLAKKNEVATEECS. Result: 1 (interaction).